Predict the reactants needed to synthesize the given product. From a dataset of Full USPTO retrosynthesis dataset with 1.9M reactions from patents (1976-2016). (1) Given the product [CH:1]1([CH2:7][CH2:8][O:9][C:10]2[C:31]([O:32][CH3:33])=[CH:30][C:13]3[C:14]4[N:19]([CH:20]([CH2:22][CH3:23])[CH2:21][C:12]=3[CH:11]=2)[CH:18]=[C:17]([C:24]([OH:26])=[O:25])[C:16](=[O:29])[CH:15]=4)[CH2:6][CH2:5][CH2:4][CH2:3][CH2:2]1, predict the reactants needed to synthesize it. The reactants are: [CH:1]1([CH2:7][CH2:8][O:9][C:10]2[C:31]([O:32][CH3:33])=[CH:30][C:13]3[C:14]4[N:19]([CH:20]([CH2:22][CH3:23])[CH2:21][C:12]=3[CH:11]=2)[CH:18]=[C:17]([C:24]([O:26]CC)=[O:25])[C:16](=[O:29])[CH:15]=4)[CH2:6][CH2:5][CH2:4][CH2:3][CH2:2]1.[OH-].[Na+].Cl. (2) Given the product [CH3:6][CH:7]1[CH2:8][C:9]2[C:14](=[CH:13][CH:12]=[C:11]([N+:15]([O-:17])=[O:16])[CH:10]=2)[CH2:23][N:18]1[S:19]([CH3:22])(=[O:20])=[O:21], predict the reactants needed to synthesize it. The reactants are: S(=O)(=O)(O)O.[CH3:6][CH:7]([NH:18][S:19]([CH3:22])(=[O:21])=[O:20])[CH2:8][C:9]1[CH:14]=[CH:13][CH:12]=[C:11]([N+:15]([O-:17])=[O:16])[CH:10]=1.[CH2:23]=O. (3) The reactants are: [Cl:1][C:2]1[C:3]([OH:21])=[CH:4][C:5]2[C:6](=[O:20])[C:7]3[C:12]([S:13][C:14]=2[CH:15]=1)=[CH:11][C:10]([C:16]([F:19])([F:18])[F:17])=[CH:9][CH:8]=3.N1C=CC=CC=1.[F:28][C:29]([F:42])([F:41])[S:30](O[S:30]([C:29]([F:42])([F:41])[F:28])(=[O:32])=[O:31])(=[O:32])=[O:31].C(=O)([O-])O.[Na+]. Given the product [Cl:1][C:2]1[C:3]([O:21][S:30]([C:29]([F:42])([F:41])[F:28])(=[O:32])=[O:31])=[CH:4][C:5]2[C:6](=[O:20])[C:7]3[C:12]([S:13][C:14]=2[CH:15]=1)=[CH:11][C:10]([C:16]([F:18])([F:19])[F:17])=[CH:9][CH:8]=3, predict the reactants needed to synthesize it. (4) Given the product [O:8]1[C:9]2[CH:15]=[CH:14][CH:13]=[CH:12][C:10]=2[N:11]=[C:7]1[N:1]1[CH2:6][CH2:5][N:4]([C:26]([C:25]2[CH:29]=[CH:30][CH:31]=[C:23]([C:20]3[N:19]=[C:18]([C:17]([F:32])([F:16])[F:33])[O:22][N:21]=3)[CH:24]=2)=[O:27])[CH2:3][CH2:2]1, predict the reactants needed to synthesize it. The reactants are: [N:1]1([C:7]2[O:8][C:9]3[CH:15]=[CH:14][CH:13]=[CH:12][C:10]=3[N:11]=2)[CH2:6][CH2:5][NH:4][CH2:3][CH2:2]1.[F:16][C:17]([F:33])([F:32])[C:18]1[O:22][N:21]=[C:20]([C:23]2[CH:24]=[C:25]([CH:29]=[CH:30][CH:31]=2)[C:26](O)=[O:27])[N:19]=1. (5) Given the product [F:1][C:2]1[CH:7]=[CH:6][CH:5]=[C:4]([F:8])[C:3]=1[P:13](=[O:17])([O:14][CH2:15][CH3:16])[O:12][CH2:10][CH3:11], predict the reactants needed to synthesize it. The reactants are: [F:1][C:2]1[CH:7]=[CH:6][CH:5]=[C:4]([F:8])[C:3]=1I.[CH2:10]([O:12][P:13]([O:17]CC)[O:14][CH2:15][CH3:16])[CH3:11]. (6) Given the product [CH:40]([N:12]1[CH2:11][CH2:10][N:9]([CH2:13][C:14]2[CH:19]=[CH:18][C:17]([C:20]3[CH:25]=[CH:24][CH:23]=[CH:22][C:21]=3[C:26]([F:28])([F:29])[F:27])=[CH:16][CH:15]=2)[CH2:8][CH:7]1[C:1]1[CH:2]=[CH:3][CH:4]=[CH:5][CH:6]=1)([CH3:41])[CH3:44], predict the reactants needed to synthesize it. The reactants are: [C:1]1([CH:7]2[NH:12][CH2:11][CH2:10][N:9]([CH2:13][C:14]3[CH:19]=[CH:18][C:17]([C:20]4[CH:25]=[CH:24][CH:23]=[CH:22][C:21]=4[C:26]([F:29])([F:28])[F:27])=[CH:16][CH:15]=3)[CH2:8]2)[CH:6]=[CH:5][CH:4]=[CH:3][CH:2]=1.C(O[BH-](O[C:40](=O)[CH3:41])OC(=O)C)(=O)C.[Na+].[C:44](O)(=O)C. (7) Given the product [Br:1][C:2]1[CH:7]=[C:6]2[C:5](=[CH:4][CH:3]=1)[O:11][CH:17]([C:16]1[CH:19]=[CH:20][C:13]([Cl:12])=[CH:14][CH:15]=1)[CH2:9][C:8]2=[O:10], predict the reactants needed to synthesize it. The reactants are: [Br:1][C:2]1[CH:3]=[CH:4][C:5]([OH:11])=[C:6]([C:8](=[O:10])[CH3:9])[CH:7]=1.[Cl:12][C:13]1[CH:20]=[CH:19][C:16]([CH:17]=O)=[CH:15][CH:14]=1.CCO. (8) Given the product [CH3:12][N:8]1[C:9](=[O:11])[C:10]2=[C:2]([CH2:33]/[CH:32]=[CH:31]/[CH2:30][C:29]([OH:35])=[O:34])[N:3]([CH2:18][C:19]3[C:28]4[C:23](=[CH:24][CH:25]=[CH:26][CH:27]=4)[CH:22]=[CH:21][CH:20]=3)[CH:4]=[C:5]2[N:6]([CH2:14][CH:15]([CH3:16])[CH3:17])[C:7]1=[O:13], predict the reactants needed to synthesize it. The reactants are: I[C:2]1[N:3]([CH2:18][C:19]2[C:28]3[C:23](=[CH:24][CH:25]=[CH:26][CH:27]=3)[CH:22]=[CH:21][CH:20]=2)[CH:4]=[C:5]2[C:10]=1[C:9](=[O:11])[N:8]([CH3:12])[C:7](=[O:13])[N:6]2[CH2:14][CH:15]([CH3:17])[CH3:16].[C:29]([OH:35])(=[O:34])[CH2:30][CH2:31][CH:32]=[CH2:33].C1(C)C=CC=CC=1P(C1C=CC=CC=1C)C1C=CC=CC=1C.C(#N)C. (9) Given the product [ClH:28].[CH3:1][C:2]1[N:3]=[C:4]2[N:13]3[C:8]([C:9](=[O:27])[N:10]([CH2:15][CH2:16][CH2:17][CH2:18][NH:19][S:20]([C:23]([F:25])([F:26])[F:24])(=[O:21])=[O:22])[C:11](=[O:14])[C:12]=13)=[CH:7][CH:6]=[CH:5]2, predict the reactants needed to synthesize it. The reactants are: [CH3:1][C:2]1[N:3]=[C:4]2[N:13]3[C:8]([C:9](=[O:27])[N:10]([CH2:15][CH2:16][CH2:17][CH2:18][NH:19][S:20]([C:23]([F:26])([F:25])[F:24])(=[O:22])=[O:21])[C:11](=[O:14])[C:12]=13)=[CH:7][CH:6]=[CH:5]2.[ClH:28].